Dataset: Full USPTO retrosynthesis dataset with 1.9M reactions from patents (1976-2016). Task: Predict the reactants needed to synthesize the given product. (1) Given the product [CH:16]1([CH:22]([C:7]2[C:2]([F:1])=[N:3][CH:4]=[CH:5][CH:6]=2)[OH:23])[CH2:21][CH2:20][CH2:19][CH2:18][CH2:17]1, predict the reactants needed to synthesize it. The reactants are: [F:1][C:2]1[CH:7]=[CH:6][CH:5]=[CH:4][N:3]=1.[Li+].CC([N-]C(C)C)C.[CH:16]1([CH:22]=[O:23])[CH2:21][CH2:20][CH2:19][CH2:18][CH2:17]1. (2) Given the product [CH2:1]([N:8]1[C:17]2[C:12](=[C:13]([CH2:19][CH:20]3[S:24][C:23](=[O:25])[NH:22][C:21]3=[O:26])[CH:14]=[CH:15][C:16]=2[OH:18])[CH2:11][CH2:10][C:9]1=[O:27])[C:2]1[CH:7]=[CH:6][CH:5]=[CH:4][CH:3]=1, predict the reactants needed to synthesize it. The reactants are: [CH2:1]([N:8]1[C:17]2[C:12](=[C:13]([CH:19]=[C:20]3[S:24][C:23](=[O:25])[NH:22][C:21]3=[O:26])[CH:14]=[CH:15][C:16]=2[OH:18])[CH2:11][CH2:10][C:9]1=[O:27])[C:2]1[CH:7]=[CH:6][CH:5]=[CH:4][CH:3]=1. (3) Given the product [ClH:51].[ClH:51].[NH2:38][C@H:27]([CH2:28][C:29]1[CH:34]=[C:33]([F:35])[C:32]([F:36])=[CH:31][C:30]=1[F:37])[CH2:26][C:25]([N:22]1[CH2:23][CH2:24][N:19]2[C:18]([C:47]([F:48])([F:50])[F:49])=[N:17][C:16]([C:14]([N:11]3[CH2:12][CH2:13][NH:8][CH2:9][CH2:10]3)=[O:15])=[C:20]2[CH2:21]1)=[O:46], predict the reactants needed to synthesize it. The reactants are: C(OC([N:8]1[CH2:13][CH2:12][N:11]([C:14]([C:16]2[N:17]=[C:18]([C:47]([F:50])([F:49])[F:48])[N:19]3[CH2:24][CH2:23][N:22]([C:25](=[O:46])[CH2:26][C@H:27]([NH:38]C(OC(C)(C)C)=O)[CH2:28][C:29]4[CH:34]=[C:33]([F:35])[C:32]([F:36])=[CH:31][C:30]=4[F:37])[CH2:21][C:20]=23)=[O:15])[CH2:10][CH2:9]1)=O)(C)(C)C.[ClH:51]. (4) Given the product [F:1][C:2]1[CH:41]=[CH:40][C:5]([C:6]([N:8]2[CH2:13][CH2:12][C:11]([CH2:15][N:16]3[C:21](=[O:22])[C:20]4[CH:23]=[N:24][N:25]([C:26]5[CH:31]=[CH:30][C:29]([CH2:32][CH2:33][CH:34]6[CH2:39][CH2:38][CH2:37][CH2:36][NH:35]6)=[CH:28][CH:27]=5)[C:19]=4[N:18]=[CH:17]3)([OH:14])[CH2:10][CH2:9]2)=[O:7])=[CH:4][CH:3]=1, predict the reactants needed to synthesize it. The reactants are: [F:1][C:2]1[CH:41]=[CH:40][C:5]([C:6]([N:8]2[CH2:13][CH2:12][C:11]([CH2:15][N:16]3[C:21](=[O:22])[C:20]4[CH:23]=[N:24][N:25]([C:26]5[CH:31]=[CH:30][C:29](/[CH:32]=[CH:33]/[C:34]6[CH:39]=[CH:38][CH:37]=[CH:36][N:35]=6)=[CH:28][CH:27]=5)[C:19]=4[N:18]=[CH:17]3)([OH:14])[CH2:10][CH2:9]2)=[O:7])=[CH:4][CH:3]=1. (5) Given the product [CH2:1]([O:5][C:6]([NH:8][S:9]([C:12]1[S:13][C:14]([CH2:33][CH:34]([CH3:35])[CH3:36])=[CH:15][C:16]=1[C:17]1[CH:22]=[CH:21][CH:20]=[C:19]([CH2:23][N:24]2[C:51]3[C:46](=[N:47][CH:48]=[CH:49][CH:50]=3)[N:41]=[CH:45]2)[CH:18]=1)(=[O:11])=[O:10])=[O:7])[CH2:2][CH2:3][CH3:4], predict the reactants needed to synthesize it. The reactants are: [CH2:1]([O:5][C:6]([NH:8][S:9]([C:12]1[S:13][C:14]([CH2:33][CH:34]([CH3:36])[CH3:35])=[CH:15][C:16]=1[C:17]1[CH:22]=[CH:21][CH:20]=[C:19]([CH2:23][N:24]2C3=NC=CC=C3N=C2)[CH:18]=1)(=[O:11])=[O:10])=[O:7])[CH2:2][CH2:3][CH3:4].B(Cl)(Cl)Cl.[N:41]1([C:46]2[CH:51]=[CH:50][CH:49]=[CH:48][N:47]=2)[CH2:45]CCC1.ClC(OCCCC)=O.C(O)(=O)CC(CC(O)=O)(C(O)=O)O. (6) The reactants are: [Br:1][C:2]1[S:6][C:5]([C:7]2[CH:8]=[C:9]([NH:13][C:14](=[O:16])[CH3:15])[CH:10]=[CH:11][CH:12]=2)=[CH:4][CH:3]=1.[H-].[Na+].[CH3:19]I.O. Given the product [Br:1][C:2]1[S:6][C:5]([C:7]2[CH:8]=[C:9]([N:13]([CH3:19])[C:14](=[O:16])[CH3:15])[CH:10]=[CH:11][CH:12]=2)=[CH:4][CH:3]=1, predict the reactants needed to synthesize it. (7) Given the product [Cl:1][C:2]1[CH:3]=[C:4]([CH2:9][CH2:10][CH2:11][N:12]2[CH2:17][CH2:16][O:15][CH:14]([CH2:18][NH:19][C:27](=[O:28])[CH2:26][C:20]3[CH:25]=[CH:24][CH:23]=[CH:22][CH:21]=3)[CH2:13]2)[CH:5]=[CH:6][C:7]=1[Cl:8], predict the reactants needed to synthesize it. The reactants are: [Cl:1][C:2]1[CH:3]=[C:4]([CH2:9][CH2:10][CH2:11][N:12]2[CH2:17][CH2:16][O:15][CH:14]([CH2:18][NH2:19])[CH2:13]2)[CH:5]=[CH:6][C:7]=1[Cl:8].[C:20]1([CH2:26][C:27](O)=[O:28])[CH:25]=[CH:24][CH:23]=[CH:22][CH:21]=1. (8) Given the product [O:20]1[CH2:25][CH2:24][O:23][C:22]2[CH:26]=[C:27]([C:30]3[C:31]([CH3:38])=[C:32]([CH:33]=[CH:34][CH:35]=3)[CH2:36][O:37][C:46]3[C:45]([CH3:49])=[CH:44][C:41]([CH:42]=[O:43])=[C:40]([OH:39])[CH:47]=3)[CH:28]=[CH:29][C:21]1=2, predict the reactants needed to synthesize it. The reactants are: C1(P(C2C=CC=CC=2)C2C=CC=CC=2)C=CC=CC=1.[O:20]1[CH2:25][CH2:24][O:23][C:22]2[CH:26]=[C:27]([C:30]3[C:31]([CH3:38])=[C:32]([CH2:36][OH:37])[CH:33]=[CH:34][CH:35]=3)[CH:28]=[CH:29][C:21]1=2.[OH:39][C:40]1[CH:47]=[C:46](O)[C:45]([CH3:49])=[CH:44][C:41]=1[CH:42]=[O:43].N(C(OC(C)C)=O)=NC(OC(C)C)=O. (9) Given the product [OH:32][C@H:31]([CH2:24][C:25]1[CH:30]=[CH:29][CH:28]=[CH:27][CH:26]=1)[CH2:33][N:14]1[CH2:15][CH2:16][C:11]2([O:10][C:9]3[C:19]4[C:5]([C:6](=[O:23])[C:7](=[O:22])[C:8]=3[S:18][CH2:17]2)=[CH:4][C:3]([O:2][CH3:1])=[CH:21][CH:20]=4)[CH2:12][CH2:13]1, predict the reactants needed to synthesize it. The reactants are: [CH3:1][O:2][C:3]1[CH:4]=[C:5]2[C:19](=[CH:20][CH:21]=1)[C:9]1[O:10][C:11]3([CH2:17][S:18][C:8]=1[C:7](=[O:22])[C:6]2=[O:23])[CH2:16][CH2:15][NH:14][CH2:13][CH2:12]3.[CH2:24]([C@@H:31]1[CH2:33][O:32]1)[C:25]1[CH:30]=[CH:29][CH:28]=[CH:27][CH:26]=1. (10) Given the product [CH3:13][C:12]1[C:7]([C:5]([OH:6])=[O:4])=[C:8]([CH3:18])[N:9]=[C:10]([C:14]([F:17])([F:16])[F:15])[N:11]=1, predict the reactants needed to synthesize it. The reactants are: [OH-].[K+].C[O:4][C:5]([C:7]1[C:8]([CH3:18])=[N:9][C:10]([C:14]([F:17])([F:16])[F:15])=[N:11][C:12]=1[CH3:13])=[O:6].